This data is from Forward reaction prediction with 1.9M reactions from USPTO patents (1976-2016). The task is: Predict the product of the given reaction. (1) The product is: [Br:1][C:2]1[CH:8]=[CH:7][C:5]([NH:6][C:14](=[O:15])[CH2:13][Cl:12])=[C:4]([N+:9]([O-:11])=[O:10])[CH:3]=1. Given the reactants [Br:1][C:2]1[CH:8]=[CH:7][C:5]([NH2:6])=[C:4]([N+:9]([O-:11])=[O:10])[CH:3]=1.[Cl:12][CH2:13][C:14](Cl)=[O:15], predict the reaction product. (2) Given the reactants Cl.[CH3:2][S:3]([C:6]1[CH:11]=[CH:10][C:9]([C:12]2[CH:17]=[CH:16][C:15]([O:18][CH2:19][CH:20]3[CH2:25][CH2:24][NH:23][CH2:22][CH2:21]3)=[CH:14][CH:13]=2)=[CH:8][CH:7]=1)(=[O:5])=[O:4].Cl[C:27]1[N:32]=[CH:31][C:30]([CH2:33][CH3:34])=[CH:29][N:28]=1.C(N(C(C)C)CC)(C)C, predict the reaction product. The product is: [CH2:33]([C:30]1[CH:29]=[N:28][C:27]([N:23]2[CH2:24][CH2:25][CH:20]([CH2:19][O:18][C:15]3[CH:16]=[CH:17][C:12]([C:9]4[CH:8]=[CH:7][C:6]([S:3]([CH3:2])(=[O:5])=[O:4])=[CH:11][CH:10]=4)=[CH:13][CH:14]=3)[CH2:21][CH2:22]2)=[N:32][CH:31]=1)[CH3:34].